From a dataset of Full USPTO retrosynthesis dataset with 1.9M reactions from patents (1976-2016). Predict the reactants needed to synthesize the given product. The reactants are: Cl[C:2]1[C:7]([N+:8]([O-:10])=[O:9])=[CH:6][C:5]([N+:11]([O-:13])=[O:12])=[CH:4][C:3]=1[C:14]([F:17])([F:16])[F:15].[N:18]1([CH:23]2[CH2:28][CH2:27][NH:26][CH2:25][CH2:24]2)[CH2:22][CH2:21][CH2:20][CH2:19]1.C(N(CC)CC)C.O. Given the product [N:18]1([CH:23]2[CH2:28][CH2:27][N:26]([C:2]3[C:3]([C:14]([F:17])([F:16])[F:15])=[CH:4][C:5]([N+:11]([O-:13])=[O:12])=[CH:6][C:7]=3[N+:8]([O-:10])=[O:9])[CH2:25][CH2:24]2)[CH2:22][CH2:21][CH2:20][CH2:19]1, predict the reactants needed to synthesize it.